This data is from Catalyst prediction with 721,799 reactions and 888 catalyst types from USPTO. The task is: Predict which catalyst facilitates the given reaction. (1) Reactant: [CH2:1]([N:8]1[CH2:13][CH2:12][C:11](=[O:14])[CH2:10][CH2:9]1)[C:2]1[CH:7]=[CH:6][CH:5]=[CH:4][CH:3]=1.C[Si](C)(C)[N-][Si](C)(C)C.[Li+].I[CH2:26][CH3:27]. Product: [CH2:1]([N:8]1[CH2:13][CH2:12][C:11](=[O:14])[CH:10]([CH2:26][CH3:27])[CH2:9]1)[C:2]1[CH:3]=[CH:4][CH:5]=[CH:6][CH:7]=1. The catalyst class is: 1. (2) Reactant: C([N:8]1[C:12]([C:13]([F:16])([F:15])[F:14])=[CH:11][C:10]([N:17]([CH2:21][CH2:22][CH3:23])[CH2:18][CH2:19][CH3:20])=[N:9]1)C1C=CC=CC=1.C(O)=O. Product: [CH2:21]([N:17]([CH2:18][CH2:19][CH3:20])[C:10]1[CH:11]=[C:12]([C:13]([F:15])([F:16])[F:14])[NH:8][N:9]=1)[CH2:22][CH3:23]. The catalyst class is: 50. (3) Reactant: [CH3:1][NH2:2].O1CCCC1.O1CCCC1.N1(O[C:23](=[O:39])[CH2:24][C@H:25]2[O:30][CH2:29][C@H:28]([NH:31][C:32](=[O:38])[O:33][C:34]([CH3:37])([CH3:36])[CH3:35])[CH2:27][CH2:26]2)C2C=CC=CC=2N=N1. Product: [CH3:1][NH:2][C:23](=[O:39])[CH2:24][C@H:25]1[O:30][CH2:29][C@H:28]([NH:31][C:32](=[O:38])[O:33][C:34]([CH3:35])([CH3:36])[CH3:37])[CH2:27][CH2:26]1. The catalyst class is: 13. (4) The catalyst class is: 4. Product: [Cl:27][C:23]1[N:22]=[C:21]([N:18]2[CH2:19][CH2:20][NH:15][CH2:16][CH:17]2[CH2:28][CH3:29])[CH:26]=[N:25][CH:24]=1. Reactant: ClC(OC(Cl)C)=O.C([N:15]1[CH2:20][CH2:19][N:18]([C:21]2[CH:26]=[N:25][CH:24]=[C:23]([Cl:27])[N:22]=2)[CH:17]([CH2:28][CH3:29])[CH2:16]1)C1C=CC=CC=1. (5) Reactant: [C:1]([O:5][C:6]([N:8]1[CH2:13][CH2:12][CH:11]([NH:14][N:15]([CH3:26])[C:16]([C:18]2[CH:23]=[CH:22][N:21]=[C:20]([S:24][CH3:25])[N:19]=2)=[O:17])[CH2:10][CH2:9]1)=[O:7])([CH3:4])([CH3:3])[CH3:2].[F:27][C:28]1[CH:33]=[CH:32][C:31]([CH2:34][C:35](Cl)=[O:36])=[CH:30][CH:29]=1. Product: [C:1]([O:5][C:6]([N:8]1[CH2:9][CH2:10][CH:11]([N:14]([C:35](=[O:36])[CH2:34][C:31]2[CH:32]=[CH:33][C:28]([F:27])=[CH:29][CH:30]=2)[N:15]([CH3:26])[C:16]([C:18]2[CH:23]=[CH:22][N:21]=[C:20]([S:24][CH3:25])[N:19]=2)=[O:17])[CH2:12][CH2:13]1)=[O:7])([CH3:4])([CH3:3])[CH3:2]. The catalyst class is: 17. (6) Reactant: [Cl:1][C:2]1[CH:15]=[CH:14][C:5]2[N:6]([CH2:10][C:11]([OH:13])=O)[C:7](=[O:9])[O:8][C:4]=2[CH:3]=1.Cl.[Cl:17][C:18]1[CH:23]=[CH:22][C:21]([C:24]2([OH:30])[CH2:29][CH2:28][NH:27][CH2:26][CH2:25]2)=[CH:20][C:19]=1[O:31][CH3:32].F[P-](F)(F)(F)(F)F.N1(O[P+](N(C)C)(N(C)C)N(C)C)C2C=CC=CC=2N=N1.C(N(CC)CC)C. Product: [Cl:1][C:2]1[CH:15]=[CH:14][C:5]2[N:6]([CH2:10][C:11]([N:27]3[CH2:28][CH2:29][C:24]([C:21]4[CH:22]=[CH:23][C:18]([Cl:17])=[C:19]([O:31][CH3:32])[CH:20]=4)([OH:30])[CH2:25][CH2:26]3)=[O:13])[C:7](=[O:9])[O:8][C:4]=2[CH:3]=1. The catalyst class is: 31. (7) Reactant: [NH2:1][C:2]1[CH:26]=[CH:25][C:5]([CH2:6][NH:7][C:8](=[O:24])[C:9]2[CH:14]=[C:13]([N+:15]([O-:17])=[O:16])[CH:12]=[CH:11][C:10]=2[NH:18][CH:19]2[CH2:23][CH2:22][CH2:21][CH2:20]2)=[CH:4][CH:3]=1.C(N(CC)CC)C.[C:34](Cl)(=[O:36])[CH3:35]. Product: [C:34]([NH:1][C:2]1[CH:26]=[CH:25][C:5]([CH2:6][NH:7][C:8](=[O:24])[C:9]2[CH:14]=[C:13]([N+:15]([O-:17])=[O:16])[CH:12]=[CH:11][C:10]=2[NH:18][CH:19]2[CH2:23][CH2:22][CH2:21][CH2:20]2)=[CH:4][CH:3]=1)(=[O:36])[CH3:35]. The catalyst class is: 4. (8) Reactant: [F:1][C:2]([F:7])([F:6])[C:3]([OH:5])=[O:4].C(OC([N:15]1[CH2:20][CH2:19][CH:18]([N:21]2[CH2:25][CH2:24][NH:23][C:22]2=[O:26])[CH2:17][CH2:16]1)=O)(C)(C)C. Product: [NH:15]1[CH2:16][CH2:17][CH:18]([N:21]2[CH2:25][CH2:24][CH2:2][NH:23][C:22]2=[O:26])[CH2:19][CH2:20]1.[F:1][C:2]([F:7])([F:6])[C:3]([OH:5])=[O:4]. The catalyst class is: 4. (9) Reactant: [NH2:1][C:2]1[C:7]([C:8]([O:10][N:11]=[C:12]([NH2:15])[CH2:13]C)=O)=[C:6]([Cl:16])[N:5]=[CH:4][N:3]=1.[N+](CCCC)(CCCC)(CCCC)CCCC.[F-]. Product: [Cl:16][C:6]1[N:5]=[CH:4][N:3]=[C:2]([NH2:1])[C:7]=1[C:8]1[O:10][N:11]=[C:12]([CH3:13])[N:15]=1. The catalyst class is: 197.